From a dataset of Full USPTO retrosynthesis dataset with 1.9M reactions from patents (1976-2016). Predict the reactants needed to synthesize the given product. Given the product [CH3:24][O:23][C:18]1[CH:19]=[CH:20][CH:21]=[CH:22][C:17]=1[CH2:16][NH:15][C:13]([NH:12][C:7]1[C:6]([C:25]2[CH:30]=[CH:29][CH:28]=[CH:27][CH:26]=2)=[CH:11][CH:10]=[CH:9][N:8]=1)=[NH:14], predict the reactants needed to synthesize it. The reactants are: C(O)(=O)C.Br[C:6]1[C:7]([NH:12][C:13]([NH:15][CH2:16][C:17]2[CH:22]=[CH:21][CH:20]=[CH:19][C:18]=2[O:23][CH3:24])=[NH:14])=[N:8][CH:9]=[CH:10][CH:11]=1.[C:25]1(OB(O)O)[CH:30]=[CH:29][CH:28]=[CH:27][CH:26]=1.C(=O)([O-])[O-].[Na+].[Na+].